The task is: Binary Classification. Given a drug SMILES string, predict its activity (active/inactive) in a high-throughput screening assay against a specified biological target.. This data is from HIV replication inhibition screening data with 41,000+ compounds from the AIDS Antiviral Screen. The compound is CN1C(=O)C(=Nn2c(-c3ccccc3)nc3ccccc3c2=O)c2cc(Br)ccc21. The result is 0 (inactive).